Dataset: Catalyst prediction with 721,799 reactions and 888 catalyst types from USPTO. Task: Predict which catalyst facilitates the given reaction. (1) Reactant: N1CCOCC1.[CH:7]1([CH:12]([C:16](O)=O)[C:13]([OH:15])=[O:14])[CH2:11][CH2:10][CH2:9][CH2:8]1.C=O.C(=O)([O-])O.[Na+]. Product: [CH:7]1([C:12](=[CH2:16])[C:13]([OH:15])=[O:14])[CH2:11][CH2:10][CH2:9][CH2:8]1. The catalyst class is: 211. (2) Reactant: [CH3:1][S:2][C:3]1[C:8]2[CH:9]=[C:10]([C:12]([O:14]C)=O)[NH:11][C:7]=2[CH:6]=[CH:5][N:4]=1.CC(C)([O-])C.[K+].[C:22]([O:26][CH3:27])(=[O:25])[CH:23]=[CH2:24]. Product: [CH3:1][S:2][C:3]1[C:8]2[CH:9]=[C:10]3[N:11]([C:7]=2[CH:6]=[CH:5][N:4]=1)[CH2:24][CH:23]([C:22]([O:26][CH3:27])=[O:25])[C:12]3=[O:14]. The catalyst class is: 11. (3) Reactant: [CH3:1][C:2]1([CH3:10])[O:7][C:6](=O)[CH2:5][C:4](=[O:9])[O:3]1.CN(C)[CH:13]=[O:14].[C:16](=O)([O-])[O-].[K+].[K+].CI. Product: [CH3:10][C:2]1([CH3:1])[O:3][C:4](=[O:9])[C:5]([CH3:16])([CH3:6])[C:13](=[O:14])[O:7]1. The catalyst class is: 13. (4) Reactant: [C:1]([C:3]1[CH:12]=[C:11]2[C:6]([CH:7]=[CH:8][C:9](=[O:29])[N:10]2[CH2:13][CH2:14][N:15]2[CH2:20][CH2:19][CH:18]([NH:21]C(=O)OC(C)(C)C)[CH2:17][CH2:16]2)=[N:5][CH:4]=1)#[N:2].Cl.C(OCC)(=O)C.C(=O)([O-])O.[Na+]. Product: [NH2:21][CH:18]1[CH2:17][CH2:16][N:15]([CH2:14][CH2:13][N:10]2[C:11]3[C:6](=[N:5][CH:4]=[C:3]([C:1]#[N:2])[CH:12]=3)[CH:7]=[CH:8][C:9]2=[O:29])[CH2:20][CH2:19]1. The catalyst class is: 13. (5) Reactant: [OH:1][C:2]1[CH:7]=[CH:6][C:5]([C@H:8]2[CH2:10][C@@H:9]2[C:11]([NH:13][C@@H:14]([C:16]2[CH:21]=[CH:20][C:19]([O:22][CH2:23][C:24]([F:27])([F:26])[F:25])=[CH:18][N:17]=2)[CH3:15])=[O:12])=[CH:4][CH:3]=1.Br.Br[CH2:30][C:31]1[CH:36]=[CH:35][CH:34]=[CH:33][N:32]=1.C(=O)([O-])[O-].[K+].[K+].O. Product: [N:32]1[CH:33]=[CH:34][CH:35]=[CH:36][C:31]=1[CH2:30][O:1][C:2]1[CH:3]=[CH:4][C:5]([C@H:8]2[CH2:10][C@@H:9]2[C:11]([NH:13][C@@H:14]([C:16]2[CH:21]=[CH:20][C:19]([O:22][CH2:23][C:24]([F:27])([F:25])[F:26])=[CH:18][N:17]=2)[CH3:15])=[O:12])=[CH:6][CH:7]=1. The catalyst class is: 3.